From a dataset of Peptide-MHC class I binding affinity with 185,985 pairs from IEDB/IMGT. Regression. Given a peptide amino acid sequence and an MHC pseudo amino acid sequence, predict their binding affinity value. This is MHC class I binding data. (1) The peptide sequence is PLPVSRLVSL. The MHC is HLA-A02:06 with pseudo-sequence HLA-A02:06. The binding affinity (normalized) is 0. (2) The peptide sequence is ISSGETRSF. The binding affinity (normalized) is 0.0847. The MHC is HLA-B27:03 with pseudo-sequence HLA-B27:03. (3) The peptide sequence is RRDYRRGL. The MHC is HLA-B58:01 with pseudo-sequence HLA-B58:01. The binding affinity (normalized) is 0. (4) The peptide sequence is IYAGQMAVLV. The MHC is H-2-Kd with pseudo-sequence H-2-Kd. The binding affinity (normalized) is 0.763. (5) The peptide sequence is DLIVTFRER. The MHC is HLA-A03:01 with pseudo-sequence HLA-A03:01. The binding affinity (normalized) is 0.127. (6) The peptide sequence is RPRCAYLPF. The MHC is HLA-A02:06 with pseudo-sequence HLA-A02:06. The binding affinity (normalized) is 0.160. (7) The binding affinity (normalized) is 0.0161. The MHC is HLA-A29:02 with pseudo-sequence HLA-A29:02. The peptide sequence is MIWDPNGW. (8) The peptide sequence is IAFCNWAFV. The MHC is HLA-B46:01 with pseudo-sequence HLA-B46:01. The binding affinity (normalized) is 0.225. (9) The MHC is H-2-Db with pseudo-sequence H-2-Db. The peptide sequence is STSAYLVSIFL. The binding affinity (normalized) is 0.136.